Dataset: Full USPTO retrosynthesis dataset with 1.9M reactions from patents (1976-2016). Task: Predict the reactants needed to synthesize the given product. (1) Given the product [F:36][C:25]([F:24])([C:29]1[CH:34]=[CH:33][C:32]([F:35])=[CH:31][CH:30]=1)[C:26]([OH:28])=[O:27].[F:24][C:25]([F:36])([C:29]1[CH:34]=[CH:33][C:32]([F:35])=[CH:31][CH:30]=1)[C:26]1[N:42]=[C:40]([OH:41])[C:39]2[C:38](=[CH:46][C:45]([C:47]3[CH:48]=[N:49][N:50]([CH3:52])[CH:51]=3)=[CH:44][CH:43]=2)[N:37]=1, predict the reactants needed to synthesize it. The reactants are: FC1C=CC(C(=O)C(OCC)=O)=CC=1.C(N(S(F)(F)F)CC)C.[F:24][C:25]([F:36])([C:29]1[CH:34]=[CH:33][C:32]([F:35])=[CH:31][CH:30]=1)[C:26]([OH:28])=[O:27].[NH2:37][C:38]1[CH:46]=[C:45]([C:47]2[CH:48]=[N:49][N:50]([CH3:52])[CH:51]=2)[CH:44]=[CH:43][C:39]=1[C:40]([NH2:42])=[O:41].C[Si](OP(=O)=O)(C)C. (2) Given the product [Cl:1][C:2]1[CH:3]=[C:4]([C:8]([C:10]2[CH:11]=[N:12][C:13]3[C:18]([CH:19]=2)=[CH:17][CH:16]=[CH:15][C:14]=3[N:24]2[CH2:23][CH2:22][N:21]([C:27]([O:29][C:30]([CH3:33])([CH3:32])[CH3:31])=[O:28])[CH2:26][CH2:25]2)=[O:9])[CH:5]=[CH:6][CH:7]=1, predict the reactants needed to synthesize it. The reactants are: [Cl:1][C:2]1[CH:3]=[C:4]([C:8]([C:10]2[CH:11]=[N:12][C:13]3[C:18]([CH:19]=2)=[CH:17][CH:16]=[CH:15][C:14]=3Cl)=[O:9])[CH:5]=[CH:6][CH:7]=1.[N:21]1([C:27]([O:29][C:30]([CH3:33])([CH3:32])[CH3:31])=[O:28])[CH2:26][CH2:25][NH:24][CH2:23][CH2:22]1.C1(P(C2CCCCC2)C2C=CC=CC=2C2C=CC=CC=2N(C)C)CCCCC1.CC(C)([O-])C.[Na+]. (3) Given the product [Cl:14][C:12]1[N:11]=[CH:10][N:9]=[C:8]([O:25][C:19]2[CH:20]=[C:21]([N+:22]([O-:24])=[O:23])[C:16]([NH2:15])=[C:17]([CH3:26])[CH:18]=2)[CH:13]=1, predict the reactants needed to synthesize it. The reactants are: C(=O)([O-])[O-].[K+].[K+].Cl[C:8]1[CH:13]=[C:12]([Cl:14])[N:11]=[CH:10][N:9]=1.[NH2:15][C:16]1[C:21]([N+:22]([O-:24])=[O:23])=[CH:20][C:19]([OH:25])=[CH:18][C:17]=1[CH3:26]. (4) Given the product [N:1]1([C:6]2[CH:7]=[CH:8][C:9]([C:12](=[O:28])[CH:13]=[C:14]([C:20]3[CH:25]=[C:24]([Cl:26])[CH:23]=[C:22]([Cl:27])[CH:21]=3)[C:15]([F:17])([F:18])[F:16])=[CH:10][CH:11]=2)[CH:5]=[CH:4][N:3]=[CH:2]1, predict the reactants needed to synthesize it. The reactants are: [N:1]1([C:6]2[CH:11]=[CH:10][C:9]([C:12](=[O:28])[CH2:13][C:14]([C:20]3[CH:25]=[C:24]([Cl:26])[CH:23]=[C:22]([Cl:27])[CH:21]=3)(O)[C:15]([F:18])([F:17])[F:16])=[CH:8][CH:7]=2)[CH:5]=[CH:4][N:3]=[CH:2]1.S(Cl)(Cl)=O.N1C=CC=CC=1.Cl.